This data is from Full USPTO retrosynthesis dataset with 1.9M reactions from patents (1976-2016). The task is: Predict the reactants needed to synthesize the given product. (1) Given the product [Br:1][C:2]1[CH:7]=[C:6]([O:8][CH3:9])[CH:5]=[CH:4][C:3]=1[S:10]([N:13]1[C:21]2[C:16](=[CH:17][CH:18]=[CH:19][CH:20]=2)[C:15]([CH2:22][N:24]2[CH2:30][CH2:29][CH2:28][NH:27][CH2:26][CH2:25]2)=[CH:14]1)(=[O:12])=[O:11], predict the reactants needed to synthesize it. The reactants are: [Br:1][C:2]1[CH:7]=[C:6]([O:8][CH3:9])[CH:5]=[CH:4][C:3]=1[S:10]([N:13]1[C:21]2[C:16](=[CH:17][CH:18]=[CH:19][CH:20]=2)[C:15]([CH2:22]Cl)=[CH:14]1)(=[O:12])=[O:11].[NH:24]1[CH2:30][CH2:29][CH2:28][NH:27][CH2:26][CH2:25]1. (2) Given the product [CH2:24]([NH:31][CH2:14][CH:9]([CH:8]([C:5]1[CH:6]=[CH:7][C:2]([Cl:1])=[C:3]([F:16])[CH:4]=1)[OH:15])[C:10]([O:12][CH3:13])=[O:11])[C:25]1[CH:30]=[CH:29][CH:28]=[CH:27][CH:26]=1, predict the reactants needed to synthesize it. The reactants are: [Cl:1][C:2]1[CH:7]=[CH:6][C:5]([CH:8]([OH:15])[C:9](=[CH2:14])[C:10]([O:12][CH3:13])=[O:11])=[CH:4][C:3]=1[F:16].C(N(CC)CC)C.[CH2:24]([NH2:31])[C:25]1[CH:30]=[CH:29][CH:28]=[CH:27][CH:26]=1.